From a dataset of Full USPTO retrosynthesis dataset with 1.9M reactions from patents (1976-2016). Predict the reactants needed to synthesize the given product. (1) Given the product [CH2:1]([C:5]1[N:6]=[C:7]([CH3:27])[N:8]([CH2:36][C:37]2[CH:46]=[CH:45][C:44]3[C:39](=[CH:40][CH:41]=[CH:42][CH:43]=3)[N:38]=2)[C:9](=[O:26])[C:10]=1[CH2:11][C:12]1[CH:17]=[CH:16][C:15]([C:18]2[C:19]([C:24]#[N:25])=[CH:20][CH:21]=[CH:22][CH:23]=2)=[CH:14][CH:13]=1)[CH2:2][CH2:3][CH3:4], predict the reactants needed to synthesize it. The reactants are: [CH2:1]([C:5]1[N:6]=[C:7]([CH3:27])[NH:8][C:9](=[O:26])[C:10]=1[CH2:11][C:12]1[CH:17]=[CH:16][C:15]([C:18]2[C:19]([C:24]#[N:25])=[CH:20][CH:21]=[CH:22][CH:23]=2)=[CH:14][CH:13]=1)[CH2:2][CH2:3][CH3:4].C(=O)([O-])[O-].[K+].[K+].Cl.Cl[CH2:36][C:37]1[CH:46]=[CH:45][C:44]2[C:39](=[CH:40][CH:41]=[CH:42][CH:43]=2)[N:38]=1.CN(C)C=O. (2) The reactants are: O.N#N.C[Li].[CH3:6]COCC.[C:11]([O:15][C:16]([N:18]1[C:27]2[C:22](=[CH:23][CH:24]=[C:25]([O:28][CH3:29])[CH:26]=2)[C:21](=[O:30])[CH2:20][CH2:19]1)=[O:17])([CH3:14])([CH3:13])[CH3:12]. Given the product [C:11]([O:15][C:16]([N:18]1[C:27]2[C:22](=[CH:23][CH:24]=[C:25]([O:28][CH3:29])[CH:26]=2)[C:21]([OH:30])([CH3:6])[CH2:20][CH2:19]1)=[O:17])([CH3:14])([CH3:13])[CH3:12], predict the reactants needed to synthesize it. (3) Given the product [CH3:29][O:30][C:31](=[O:40])[C:32]1[CH:37]=[CH:36][C:35]([CH2:38][O:28][C:4]2[CH:3]=[C:2]([Cl:1])[CH:27]=[CH:26][C:5]=2[O:6][CH2:7][C:8]([N:10]2[CH2:15][C@H:14]([CH3:16])[N:13]([CH2:17][C:18]3[CH:23]=[CH:22][C:21]([F:24])=[CH:20][CH:19]=3)[CH2:12][C@H:11]2[CH3:25])=[O:9])=[N:34][CH:33]=1, predict the reactants needed to synthesize it. The reactants are: [Cl:1][C:2]1[CH:27]=[CH:26][C:5]([O:6][CH2:7][C:8]([N:10]2[CH2:15][C@H:14]([CH3:16])[N:13]([CH2:17][C:18]3[CH:23]=[CH:22][C:21]([F:24])=[CH:20][CH:19]=3)[CH2:12][C@H:11]2[CH3:25])=[O:9])=[C:4]([OH:28])[CH:3]=1.[CH3:29][O:30][C:31](=[O:40])[C:32]1[CH:37]=[CH:36][C:35]([CH2:38]Br)=[N:34][CH:33]=1.C(=O)([O-])[O-].[Cs+].[Cs+].